From a dataset of Forward reaction prediction with 1.9M reactions from USPTO patents (1976-2016). Predict the product of the given reaction. (1) Given the reactants Br[C:2]1[S:3][CH:4]=[CH:5][C:6]=1[Br:7].[CH3:8][O:9][C:10]1[CH:15]=[CH:14][C:13](B(O)O)=[CH:12][CH:11]=1.CCCCCC, predict the reaction product. The product is: [Br:7][C:6]1[CH:5]=[CH:4][S:3][C:2]=1[C:13]1[CH:14]=[CH:15][C:10]([O:9][CH3:8])=[CH:11][CH:12]=1. (2) Given the reactants [C:1]([CH:3]1[CH2:13][C:12]2[C:14]3[C:9]([N:10]([CH2:15][C:16]4[C:21]([CH3:22])=[C:20]([O:23][CH3:24])[C:19]([CH3:25])=[CH:18][N:17]=4)[N:11]=2)=[N:8][C:7]([N:26](C(OC(C)(C)C)=O)C(OC(C)(C)C)=O)=[N:6][C:5]=3[S:4]1)#[N:2].C[O:42]C1C(C)=CN=C(CN2C3C4C(CC(C)SC=4N=C(N)N=3)=N2)C=1C.Cl.C(=O)(O)[O-].[Na+], predict the reaction product. The product is: [NH2:26][C:7]1[N:8]=[C:9]2[C:14]3[C:12]([CH2:13][CH:3]([C:1]([NH2:2])=[O:42])[S:4][C:5]=3[N:6]=1)=[N:11][N:10]2[CH2:15][C:16]1[C:21]([CH3:22])=[C:20]([O:23][CH3:24])[C:19]([CH3:25])=[CH:18][N:17]=1. (3) Given the reactants [CH3:1][C:2]1([CH2:7][CH2:8][CH2:9][C:10]23[CH2:17][CH2:16][C:13]([C:18]4[O:19][C:20]([C:23]5[CH:28]=[CH:27][CH:26]=[CH:25][C:24]=5[C:29]([F:32])([F:31])[F:30])=[N:21][N:22]=4)([CH2:14][CH2:15]2)[CH2:12][CH2:11]3)OCC[O:3]1.C1(C)C=CC(S(O)(=O)=O)=CC=1, predict the reaction product. The product is: [F:32][C:29]([F:30])([F:31])[C:24]1[CH:25]=[CH:26][CH:27]=[CH:28][C:23]=1[C:20]1[O:19][C:18]([C:13]23[CH2:14][CH2:15][C:10]([CH2:9][CH2:8][CH2:7][C:2](=[O:3])[CH3:1])([CH2:11][CH2:12]2)[CH2:17][CH2:16]3)=[N:22][N:21]=1. (4) The product is: [CH3:11][O:10][C:1](=[O:9])[C:2]1[CH:8]=[CH:7][CH:6]=[CH:5][C:3]=1[O:4][S:13]([CH3:12])(=[O:15])=[O:14]. Given the reactants [C:1]([O:10][CH3:11])(=[O:9])[C:2]1[C:3](=[CH:5][CH:6]=[CH:7][CH:8]=1)[OH:4].[CH3:12][S:13](Cl)(=[O:15])=[O:14], predict the reaction product. (5) Given the reactants Cl.[NH2:2][C@H:3]1[CH2:7][C@@H:6]([C:8]([O:10][CH3:11])=[O:9])[CH:5]=[CH:4]1.[C:12]([O:16][C:17](O[C:17]([O:16][C:12]([CH3:15])([CH3:14])[CH3:13])=[O:18])=[O:18])([CH3:15])([CH3:14])[CH3:13].C(N(CC)CC)C, predict the reaction product. The product is: [C:12]([O:16][C:17]([NH:2][C@H:3]1[CH2:7][C@@H:6]([C:8]([O:10][CH3:11])=[O:9])[CH:5]=[CH:4]1)=[O:18])([CH3:15])([CH3:14])[CH3:13]. (6) Given the reactants [Br:1][C:2]1C=C[C:5]2OCO[C:4]=2[C:3]=1C=O.[CH3:13][CH:14]([OH:16])[CH3:15].[NH2:17][C:18]1[CH:27]=[CH:26][C:21]2[NH:22][C:23](=[S:25])[NH:24][C:20]=2[CH:19]=1.[C:28](O)(=[O:30])C, predict the reaction product. The product is: [Br:1][C:2]1[CH:3]=[C:4](/[CH:5]=[N:17]/[C:18]2[CH:27]=[CH:26][C:21]3[NH:22][C:23](=[S:25])[NH:24][C:20]=3[CH:19]=2)[C:13]2[O:30][CH2:28][O:16][C:14]=2[CH:15]=1. (7) Given the reactants [N:1]1([C:7]2[CH:12]=[CH:11][C:10]([NH:13][C:14]([C:16]3[C:17]([C:22]4[CH:27]=[CH:26][C:25]([C:28]([F:31])([F:30])[F:29])=[CH:24][CH:23]=4)=[CH:18][CH:19]=[CH:20][CH:21]=3)=[O:15])=[CH:9][N:8]=2)[CH2:6][CH2:5][NH:4][CH2:3][CH2:2]1.[Na].[C:33]([C:35]1[CH:36]=[C:37]([CH:40]=[CH:41][CH:42]=1)[CH2:38]Br)#[N:34].O, predict the reaction product. The product is: [C:33]([C:35]1[CH:36]=[C:37]([CH:40]=[CH:41][CH:42]=1)[CH2:38][N:4]1[CH2:5][CH2:6][N:1]([C:7]2[CH:12]=[CH:11][C:10]([NH:13][C:14]([C:16]3[C:17]([C:22]4[CH:27]=[CH:26][C:25]([C:28]([F:31])([F:29])[F:30])=[CH:24][CH:23]=4)=[CH:18][CH:19]=[CH:20][CH:21]=3)=[O:15])=[CH:9][N:8]=2)[CH2:2][CH2:3]1)#[N:34].